This data is from Reaction yield outcomes from USPTO patents with 853,638 reactions. The task is: Predict the reaction yield, written as a fraction of the theoretical maximum amount of product (1.0 means a 100% yield; for example, 0.34 means a 34% yield). (1) The reactants are O.[ClH:2].[OH:3][C:4]([C:34]1[CH:39]=[CH:38][CH:37]=[CH:36][CH:35]=1)([C:28]1[CH:33]=[CH:32][CH:31]=[CH:30][CH:29]=1)[CH:5]1[CH2:10][CH2:9][N:8]([CH2:11][CH2:12][CH2:13][CH:14]([C:16]2[CH:21]=[CH:20][C:19]([C:22]([CH3:27])([CH3:26])[C:23]([OH:25])=[O:24])=[CH:18][CH:17]=2)[OH:15])[CH2:7][CH2:6]1.O. The catalyst is CC(C)=O. The product is [ClH:2].[OH:3][C:4]([C:34]1[CH:35]=[CH:36][CH:37]=[CH:38][CH:39]=1)([C:28]1[CH:29]=[CH:30][CH:31]=[CH:32][CH:33]=1)[CH:5]1[CH2:10][CH2:9][N:8]([CH2:11][CH2:12][CH2:13][CH:14]([C:16]2[CH:21]=[CH:20][C:19]([C:22]([CH3:27])([CH3:26])[C:23]([OH:25])=[O:24])=[CH:18][CH:17]=2)[OH:15])[CH2:7][CH2:6]1. The yield is 0.970. (2) The reactants are [Cl-].ClC1N(C)CC[NH+]1C.[NH2:10][C:11]1[CH:12]=[CH:13][C:14]([O:17][CH3:18])=[N:15][CH:16]=1.C(N(CC)CC)C.[CH3:26][O:27][C:28]1[C:29](=[O:52])[C:30]([CH3:51])=[C:31]([CH2:37][C:38]2[CH:46]=[CH:45][C:41]([C:42](O)=[O:43])=[C:40]([O:47][C:48](=[O:50])[CH3:49])[CH:39]=2)[C:32](=[O:36])[C:33]=1[O:34][CH3:35]. The catalyst is C(Cl)(Cl)Cl.C(Cl)Cl. The product is [CH3:18][O:17][C:14]1[N:15]=[CH:16][C:11]([NH:10][C:42](=[O:43])[C:41]2[CH:45]=[CH:46][C:38]([CH2:37][C:31]3[C:32](=[O:36])[C:33]([O:34][CH3:35])=[C:28]([O:27][CH3:26])[C:29](=[O:52])[C:30]=3[CH3:51])=[CH:39][C:40]=2[O:47][C:48](=[O:50])[CH3:49])=[CH:12][CH:13]=1. The yield is 0.180. (3) The reactants are [CH3:1][O:2][C:3](=[O:17])[C:4]1[CH:9]=[CH:8][CH:7]=[C:6]([CH2:10][N:11]2[CH:15]=[C:14](Br)[CH:13]=[N:12]2)[CH:5]=1.[C:18]([C:20]1[CH:25]=[CH:24][C:23](B(O)O)=[CH:22][CH:21]=1)#[N:19].C(=O)([O-])[O-].[K+].[K+]. No catalyst specified. The product is [CH3:1][O:2][C:3](=[O:17])[C:4]1[CH:9]=[CH:8][CH:7]=[C:6]([CH2:10][N:11]2[CH:15]=[C:14]([C:23]3[CH:24]=[CH:25][C:20]([C:18]#[N:19])=[CH:21][CH:22]=3)[CH:13]=[N:12]2)[CH:5]=1. The yield is 0.320. (4) The yield is 0.970. The catalyst is CO. The reactants are [CH2:1]([O:8][C:9]([N:11]1[CH2:16][CH2:15][CH:14]([C:17](=O)[C:18]2[CH:23]=[CH:22][C:21]([Cl:24])=[CH:20][CH:19]=2)[CH2:13][CH2:12]1)=[O:10])[C:2]1[CH:7]=[CH:6][CH:5]=[CH:4][CH:3]=1.C([O-])(=O)C.[NH4+].C([BH3-])#[N:32].[Na+]. The product is [CH2:1]([O:8][C:9]([N:11]1[CH2:16][CH2:15][CH:14]([CH:17]([NH2:32])[C:18]2[CH:23]=[CH:22][C:21]([Cl:24])=[CH:20][CH:19]=2)[CH2:13][CH2:12]1)=[O:10])[C:2]1[CH:7]=[CH:6][CH:5]=[CH:4][CH:3]=1. (5) The yield is 0.390. The product is [C:1]([C:5]1[CH:11]=[C:9]2[C:8]([CH:12]=[N:25][NH:10]2)=[CH:7][CH:6]=1)([CH3:4])([CH3:3])[CH3:2]. The catalyst is C(Cl)(Cl)Cl. The reactants are [C:1]([C:5]1[CH:6]=[CH:7][C:8]([CH3:12])=[C:9]([CH:11]=1)[NH2:10])([CH3:4])([CH3:3])[CH3:2].C(OC(=O)C)(=O)C.C([O-])(=O)C.[K+].[N:25](OCCC(C)C)=O. (6) The reactants are [CH3:1][C:2]1([CH3:14])[C:6]([CH3:8])([CH3:7])[O:5][B:4]([C:9]2[CH:10]=[N:11][NH:12][CH:13]=2)[O:3]1.[CH3:15][C:16]([O:19][C:20](O[C:20]([O:19][C:16]([CH3:18])([CH3:17])[CH3:15])=[O:21])=[O:21])([CH3:18])[CH3:17].C(N(CC)CC)C.C(OCC)(=O)C. The catalyst is ClCCl.CCCCCC.O. The product is [CH3:1][C:2]1([CH3:14])[C:6]([CH3:7])([CH3:8])[O:5][B:4]([C:9]2[CH:13]=[N:12][N:11]([C:20]([O:19][C:16]([CH3:18])([CH3:17])[CH3:15])=[O:21])[CH:10]=2)[O:3]1. The yield is 0.990. (7) The product is [Br:3][C:4]1[C:5]([CH2:6][O:7][CH2:52][O:53][CH3:54])=[CH:10][C:11]([N:15]([C:20]2[C:39]([CH:40]3[CH2:42][CH2:41]3)=[CH:38][C:23]3[C:24]([C:34]([NH:35][CH3:36])=[O:37])=[C:25]([C:27]4[CH:28]=[CH:29][C:30]([F:33])=[CH:31][CH:32]=4)[O:26][C:22]=3[CH:21]=2)[S:16]([CH3:19])(=[O:18])=[O:17])=[CH:12][C:13]=1[Cl:14]. The yield is 0.850. The reactants are [Li+].[BH4-].[Br:3][C:4]1[C:13]([Cl:14])=[CH:12][C:11]([N:15]([C:20]2[C:39]([CH:40]3[CH2:42][CH2:41]3)=[CH:38][C:23]3[C:24]([C:34](=[O:37])[NH:35][CH3:36])=[C:25]([C:27]4[CH:32]=[CH:31][C:30]([F:33])=[CH:29][CH:28]=4)[O:26][C:22]=3[CH:21]=2)[S:16]([CH3:19])(=[O:18])=[O:17])=[CH:10][C:5]=1[C:6](OC)=[O:7].CCN(C(C)C)C(C)C.[CH2:52](Cl)[O:53][CH3:54].C([O-])(O)=O.[Na+]. The catalyst is O1CCCC1.CO. (8) The reactants are [F:1][CH:2]([F:20])[O:3][C:4]1[CH:5]=[C:6]([N:10]2[CH:14]=[C:13]([C:15]([O:17]CC)=[O:16])[CH:12]=[N:11]2)[CH:7]=[CH:8][CH:9]=1.CO.O. The catalyst is C1COCC1.CCCCCCC.C(OCC)(=O)C. The product is [F:20][CH:2]([F:1])[O:3][C:4]1[CH:5]=[C:6]([N:10]2[CH:14]=[C:13]([C:15]([OH:17])=[O:16])[CH:12]=[N:11]2)[CH:7]=[CH:8][CH:9]=1. The yield is 0.780. (9) The reactants are [NH2:1][CH:2]1[NH:6][C:5](=[O:7])[N:4]([CH3:8])[C:3]1=[O:9].[N:10]1[C:17]([Cl:18])=[N:16][C:14](Cl)=[N:13][C:11]=1[Cl:12].C(=O)(O)[O-].[Na+]. The catalyst is C(#N)C. The product is [Cl:12][C:11]1[N:10]=[C:17]([Cl:18])[N:16]=[C:14]([NH:1][CH:2]2[NH:6][C:5](=[O:7])[N:4]([CH3:8])[C:3]2=[O:9])[N:13]=1. The yield is 0.780. (10) The reactants are [C:1]1([C:11]#[C:12][CH:13]=[O:14])[C:10]2[C:5](=[CH:6][CH:7]=[CH:8][CH:9]=2)[CH:4]=[CH:3][CH:2]=1.[CH2:15]([Mg]Br)[CH:16]=[CH2:17]. The catalyst is O1CCCC1. The product is [C:1]1([C:11]#[C:12][CH:13]([OH:14])[CH2:17][CH:16]=[CH2:15])[C:10]2[C:5](=[CH:6][CH:7]=[CH:8][CH:9]=2)[CH:4]=[CH:3][CH:2]=1. The yield is 0.760.